Dataset: Catalyst prediction with 721,799 reactions and 888 catalyst types from USPTO. Task: Predict which catalyst facilitates the given reaction. (1) Reactant: [Cl:1][C:2]1[CH:3]=[CH:4][C:5]2[N:11]([CH2:12][C:13]([CH3:17])([CH3:16])[CH2:14][OH:15])[C:10](=[O:18])[C@@H:9]([CH2:19][C:20]([NH:22][C:23]3[CH:24]=[CH:25][CH:26]=[C:27]4[C:31]=3[NH:30][C:29]([C:32]([O-:34])=[O:33])=[CH:28]4)=[O:21])[O:8][C@H:7]([C:35]3[CH:40]=[CH:39][CH:38]=[C:37]([O:41][CH3:42])[C:36]=3[O:43][CH3:44])[C:6]=2[CH:45]=1.N1C=CC=CC=1.[C:52](OCC)(=[O:54])[CH3:53].C(Cl)(=O)C. Product: [C:52]([O:15][CH2:14][C:13]([CH3:17])([CH3:16])[CH2:12][N:11]1[C:5]2[CH:4]=[CH:3][C:2]([Cl:1])=[CH:45][C:6]=2[C@@H:7]([C:35]2[CH:40]=[CH:39][CH:38]=[C:37]([O:41][CH3:42])[C:36]=2[O:43][CH3:44])[O:8][C@H:9]([CH2:19][C:20]([NH:22][C:23]2[CH:24]=[CH:25][CH:26]=[C:27]3[C:31]=2[NH:30][C:29]([C:32]([OH:34])=[O:33])=[CH:28]3)=[O:21])[C:10]1=[O:18])(=[O:54])[CH3:53]. The catalyst class is: 6. (2) Reactant: S(=O)(=O)(O)O.[C:6]([C:8]1[CH:9]=[CH:10][C:11]([C:14]2[N:18]([C:19]3[CH:20]=[N:21][CH:22]=[CH:23][CH:24]=3)[N:17]=[C:16]([C:25]([NH:27][C:28]([CH3:32])([CH3:31])[CH2:29][F:30])=[O:26])[CH:15]=2)=[N:12][CH:13]=1)#[CH:7].ClCCl.C(=O)([O-])[O-:37].[K+].[K+]. Product: [F:30][CH2:29][C:28]([NH:27][C:25]([C:16]1[CH:15]=[C:14]([C:11]2[CH:10]=[CH:9][C:8]([C:6](=[O:37])[CH3:7])=[CH:13][N:12]=2)[N:18]([C:19]2[CH:20]=[N:21][CH:22]=[CH:23][CH:24]=2)[N:17]=1)=[O:26])([CH3:32])[CH3:31]. The catalyst class is: 21. (3) Product: [Cl:15][C:16]1[C:21]([C:22]2[CH:27]=[C:26]([F:28])[CH:25]=[CH:24][C:23]=2[C:29]([F:32])([F:30])[F:31])=[C:20]([N:5]2[CH2:6][CH2:7][CH:2]([CH3:1])[CH2:3][CH2:4]2)[N:19]2[N:34]=[CH:35][N:36]=[C:18]2[N:17]=1. The catalyst class is: 4. Reactant: [CH3:1][CH:2]1[CH2:7][CH2:6][NH:5][CH2:4][CH2:3]1.C(N(CC)CC)C.[Cl:15][C:16]1[C:21]([C:22]2[CH:27]=[C:26]([F:28])[CH:25]=[CH:24][C:23]=2[C:29]([F:32])([F:31])[F:30])=[C:20](Cl)[N:19]2[N:34]=[CH:35][N:36]=[C:18]2[N:17]=1. (4) Reactant: [Cl:1][C:2]1[CH:7]=[C:6]([CH3:8])[CH:5]=[C:4]([CH3:9])[C:3]=1[N:10]=[C:11]([C:13]1[N:18]=[C:17]([C:19](=O)[CH3:20])[CH:16]=[CH:15][CH:14]=1)[CH3:12].[CH2:22]([C:24]1[CH:30]=[CH:29][CH:28]=[C:27]([CH2:31][CH3:32])[C:25]=1[NH2:26])[CH3:23]. Product: [Cl:1][C:2]1[CH:7]=[C:6]([CH3:8])[CH:5]=[C:4]([CH3:9])[C:3]=1[N:10]=[C:11]([C:13]1[CH:14]=[CH:15][CH:16]=[C:17]([C:19](=[N:26][C:25]2[C:27]([CH2:31][CH3:32])=[CH:28][CH:29]=[CH:30][C:24]=2[CH2:22][CH3:23])[CH3:20])[N:18]=1)[CH3:12]. The catalyst class is: 7. (5) Reactant: C(O)(C(F)(F)F)=O.[F:8][C:9]1[CH:14]=[CH:13][C:12]([C:15]([NH:17][C@H:18]([C:27]([O:29]C(C)(C)C)=[O:28])[CH2:19][C:20]([O:22]C(C)(C)C)=[O:21])=[O:16])=[C:11]([NH:34][C:35]([NH:37][C:38]2[C:43]([CH3:44])=[CH:42][C:41]([CH3:45])=[CH:40][C:39]=2[CH3:46])=[O:36])[CH:10]=1.CCOCC. Product: [F:8][C:9]1[CH:14]=[CH:13][C:12]([C:15]([NH:17][C@H:18]([C:27]([OH:29])=[O:28])[CH2:19][C:20]([OH:22])=[O:21])=[O:16])=[C:11]([NH:34][C:35]([NH:37][C:38]2[C:43]([CH3:44])=[CH:42][C:41]([CH3:45])=[CH:40][C:39]=2[CH3:46])=[O:36])[CH:10]=1. The catalyst class is: 2. (6) Reactant: [F:1][C:2]1[CH:3]=[C:4]([C:9](=[O:11])[CH3:10])[CH:5]=[C:6]([F:8])[CH:7]=1.[CH3:12][Mg]Br. Product: [F:1][C:2]1[CH:3]=[C:4]([C:9]([OH:11])([CH3:12])[CH3:10])[CH:5]=[C:6]([F:8])[CH:7]=1. The catalyst class is: 1. (7) Reactant: [Br:1][C:2]1[CH:7]=[C:6]([CH3:8])[C:5]([C:9]2[CH:10]=[C:11]([C:21]#[N:22])[N:12]3[C:17]([S:18][CH3:19])=[CH:16][C:15]([CH3:20])=[N:14][C:13]=23)=[C:4]([CH3:23])[CH:3]=1.[OH-:24].[Na+]. Product: [Br:1][C:2]1[CH:7]=[C:6]([CH3:8])[C:5]([C:9]2[CH:10]=[C:11]([C:21]([NH2:22])=[O:24])[N:12]3[C:17]([S:18][CH3:19])=[CH:16][C:15]([CH3:20])=[N:14][C:13]=23)=[C:4]([CH3:23])[CH:3]=1. The catalyst class is: 82. (8) Reactant: [ClH:1].CCOC(C)=O.[CH2:8]([N:10]1[C:16](=[O:17])[C:15]([CH3:19])([CH3:18])[C:14](=[O:20])[N:13]([CH3:21])[C:12]2[CH:22]=[C:23]([CH2:26][N:27]([CH2:41][C:42]3[C:43]([CH2:48][O:49][CH3:50])=[N:44][CH:45]=[CH:46][CH:47]=3)[CH2:28][CH2:29][N:30]3[CH:35]=[C:34]([CH3:36])[C:33]4[O:37][CH:38]=[CH:39][C:32]=4[C:31]3=[O:40])[CH:24]=[CH:25][C:11]1=2)[CH3:9]. Product: [ClH:1].[ClH:1].[CH2:8]([N:10]1[C:16](=[O:17])[C:15]([CH3:19])([CH3:18])[C:14](=[O:20])[N:13]([CH3:21])[C:12]2[CH:22]=[C:23]([CH2:26][N:27]([CH2:41][C:42]3[C:43]([CH2:48][O:49][CH3:50])=[N:44][CH:45]=[CH:46][CH:47]=3)[CH2:28][CH2:29][N:30]3[CH:35]=[C:34]([CH3:36])[C:33]4[O:37][CH:38]=[CH:39][C:32]=4[C:31]3=[O:40])[CH:24]=[CH:25][C:11]1=2)[CH3:9]. The catalyst class is: 13. (9) Reactant: [CH2:1]([S:4][C:5]1[CH:6]=[C:7]([CH:11]=[CH:12][CH:13]=1)[C:8]([OH:10])=O)[CH:2]=[CH2:3].[NH2:14][C@H:15]([CH2:31][C:32]1[CH:37]=[C:36]([F:38])[CH:35]=[C:34]([F:39])[CH:33]=1)[C@H:16]([OH:30])[CH2:17][NH:18][C:19]1([C:22]2[CH:27]=[CH:26][CH:25]=[C:24]([CH2:28][CH3:29])[CH:23]=2)[CH2:21][CH2:20]1.CN(C(ON1N=NC2C=CC=NC1=2)=[N+](C)C)C.F[P-](F)(F)(F)(F)F.C(N(C(C)C)CC)(C)C. Product: [CH2:1]([S:4][C:5]1[CH:6]=[C:7]([CH:11]=[CH:12][CH:13]=1)[C:8]([NH:14][C@@H:15]([CH2:31][C:32]1[CH:33]=[C:34]([F:39])[CH:35]=[C:36]([F:38])[CH:37]=1)[C@H:16]([OH:30])[CH2:17][NH:18][C:19]1([C:22]2[CH:27]=[CH:26][CH:25]=[C:24]([CH2:28][CH3:29])[CH:23]=2)[CH2:21][CH2:20]1)=[O:10])[CH:2]=[CH2:3]. The catalyst class is: 4.